Dataset: Catalyst prediction with 721,799 reactions and 888 catalyst types from USPTO. Task: Predict which catalyst facilitates the given reaction. Reactant: C1([C@H](NCC2C=CC=C(C(C)(C)C)C=2O)[C@@H](NCC2C=CC=C(C(C)(C)C)C=2[OH:27])C2C=CC=CC=2)C=CC=CC=1.[Cl:41][C:42]1[CH:43]=[C:44]2[C:48](=[CH:49][CH:50]=1)[C:47](=[O:51])[CH:46]([C:52]([O:54][CH3:55])=[O:53])[CH2:45]2.C(OO)(C)(C)C. Product: [Cl:41][C:42]1[CH:43]=[C:44]2[C:48](=[CH:49][CH:50]=1)[C:47](=[O:51])[C:46]([OH:27])([C:52]([O:54][CH3:55])=[O:53])[CH2:45]2. The catalyst class is: 11.